Regression. Given a peptide amino acid sequence and an MHC pseudo amino acid sequence, predict their binding affinity value. This is MHC class II binding data. From a dataset of Peptide-MHC class II binding affinity with 134,281 pairs from IEDB. (1) The peptide sequence is GELQIVDKIDAAFQI. The MHC is DRB1_0802 with pseudo-sequence DRB1_0802. The binding affinity (normalized) is 0.560. (2) The peptide sequence is PKYVKQNTLKLAT. The MHC is HLA-DQA10501-DQB10201 with pseudo-sequence HLA-DQA10501-DQB10201. The binding affinity (normalized) is 0.111. (3) The MHC is DRB1_0701 with pseudo-sequence DRB1_0701. The peptide sequence is KFDALSGSQEVEFIG. The binding affinity (normalized) is 0.403. (4) The peptide sequence is YDKFLANVSTSLTGK. The MHC is DRB1_0101 with pseudo-sequence DRB1_0101. The binding affinity (normalized) is 0.886. (5) The peptide sequence is RMAEAEMVIHHQHVQ. The MHC is HLA-DQA10501-DQB10302 with pseudo-sequence HLA-DQA10501-DQB10302. The binding affinity (normalized) is 0.253. (6) The binding affinity (normalized) is 0.799. The MHC is DRB1_0701 with pseudo-sequence DRB1_0701. The peptide sequence is KQTLIAIHTLAIRYA. (7) The peptide sequence is SHIMSVLDMGQGILH. The MHC is DRB1_0101 with pseudo-sequence DRB1_0101. The binding affinity (normalized) is 1.00.